Dataset: Forward reaction prediction with 1.9M reactions from USPTO patents (1976-2016). Task: Predict the product of the given reaction. (1) Given the reactants [CH3:1][C@@H:2]([NH:11][C:12]([C:14]1[C:22]2[C:17](=[N:18][CH:19]=[C:20]([C:23]3[C:31]4[C:26](=[CH:27][C:28]([Cl:32])=[CH:29][CH:30]=4)[N:25]([CH3:33])[N:24]=3)[N:21]=2)[N:16](COCC[Si](C)(C)C)[CH:15]=1)=[O:13])[CH2:3][C:4](=[O:10])[N:5]1[CH2:9][CH2:8][CH2:7][CH2:6]1.C(O)(C(F)(F)F)=O.C(N)CN, predict the reaction product. The product is: [CH3:1][C@@H:2]([NH:11][C:12]([C:14]1[C:22]2[C:17](=[N:18][CH:19]=[C:20]([C:23]3[C:31]4[C:26](=[CH:27][C:28]([Cl:32])=[CH:29][CH:30]=4)[N:25]([CH3:33])[N:24]=3)[N:21]=2)[NH:16][CH:15]=1)=[O:13])[CH2:3][C:4](=[O:10])[N:5]1[CH2:9][CH2:8][CH2:7][CH2:6]1. (2) Given the reactants [Cl:1][C:2]1[CH:7]=[CH:6][CH:5]=[CH:4][C:3]=1[S:8](N1CCN(C2C(Cl)=CN=CC=2Cl)CC1)(=[O:10])=[O:9].[Cl:25]C1C=NC=C(Cl)C=1N1CCNCC1, predict the reaction product. The product is: [Cl:1][C:2]1[CH:7]=[CH:6][CH:5]=[CH:4][C:3]=1[S:8]([Cl:25])(=[O:10])=[O:9]. (3) Given the reactants C(OC(C1NN=C(CCC)C=1)=O)C.FC1C=CC(CBr)=CC=1.[F:23][C:24]1[CH:41]=[CH:40][C:27]([CH2:28][N:29]2[C:33]([C:34]([OH:36])=[O:35])=[CH:32][C:31]([CH2:37][CH2:38][CH3:39])=[N:30]2)=[CH:26][CH:25]=1.[NH2:42][C:43]1[S:44][CH:45]=[CH:46][N:47]=1, predict the reaction product. The product is: [F:23][C:24]1[CH:25]=[CH:26][C:27]([CH2:28][N:29]2[C:33]([C:34]([OH:36])=[O:35])=[CH:32][C:31]([CH2:37][CH2:38][CH3:39])=[N:30]2)=[CH:40][CH:41]=1.[S:44]1[CH:45]=[CH:46][N:47]=[C:43]1[NH:42][C:34]([C:33]1[N:29]([CH2:28][C:27]2[CH:26]=[CH:25][C:24]([F:23])=[CH:41][CH:40]=2)[N:30]=[C:31]([CH2:37][CH2:38][CH3:39])[CH:32]=1)=[O:36]. (4) Given the reactants [CH2:1]([C@:8]1([OH:15])[CH2:13][CH2:12][NH:11][CH2:10][C@@H:9]1[OH:14])[C:2]1[CH:7]=[CH:6][CH:5]=[CH:4][CH:3]=1.[CH2:16]([O:23][C:24]1[CH:29]=[CH:28][C:27]([O:30][CH2:31][CH2:32]Cl)=[CH:26][CH:25]=1)[C:17]1[CH:22]=[CH:21][CH:20]=[CH:19][CH:18]=1.C([O-])([O-])=O.[K+].[K+].O, predict the reaction product. The product is: [CH2:1]([C@:8]1([OH:15])[CH2:13][CH2:12][N:11]([CH2:32][CH2:31][O:30][C:27]2[CH:28]=[CH:29][C:24]([O:23][CH2:16][C:17]3[CH:22]=[CH:21][CH:20]=[CH:19][CH:18]=3)=[CH:25][CH:26]=2)[CH2:10][C@@H:9]1[OH:14])[C:2]1[CH:3]=[CH:4][CH:5]=[CH:6][CH:7]=1. (5) Given the reactants Cl[C:2]1[CH:7]=[C:6]([C:8]2[CH:13]=[CH:12][CH:11]=[CH:10][CH:9]=2)[N:5]=[C:4]([NH:14][C:15](=[O:32])[CH2:16][CH2:17][C:18]([C:20]2[CH:25]=[CH:24][C:23]([O:26][CH2:27][CH3:28])=[C:22]([O:29][CH2:30][CH3:31])[CH:21]=2)=[O:19])[CH:3]=1.C1(C2C=CC=CC=2)C=CC=CC=1P(C1CCCCC1)C1CCCCC1.C(=O)([O-])[O-].[K+].[K+].[CH3:64][O:65][C:66]1[CH:67]=[C:68](B(O)O)[CH:69]=[C:70]([O:74][CH3:75])[C:71]=1[O:72][CH3:73], predict the reaction product. The product is: [CH2:30]([O:29][C:22]1[CH:21]=[C:20]([C:18](=[O:19])[CH2:17][CH2:16][C:15]([NH:14][C:4]2[CH:3]=[C:2]([C:68]3[CH:69]=[C:70]([O:74][CH3:75])[C:71]([O:72][CH3:73])=[C:66]([O:65][CH3:64])[CH:67]=3)[CH:7]=[C:6]([C:8]3[CH:13]=[CH:12][CH:11]=[CH:10][CH:9]=3)[N:5]=2)=[O:32])[CH:25]=[CH:24][C:23]=1[O:26][CH2:27][CH3:28])[CH3:31]. (6) Given the reactants [CH3:1][O:2][C:3]1[CH:8]=[C:7]([O:9][CH3:10])[CH:6]=[CH:5][C:4]=1[CH2:11][CH2:12][C:13]1([CH:21]2[CH2:25][CH2:24][CH2:23][CH2:22]2)[O:18][C:17](=[O:19])[CH2:16][C:15](=[O:20])[CH2:14]1.C([O-])(O)=O.[Na+].C(Cl)[Cl:32], predict the reaction product. The product is: [Cl:32][C:6]1[C:7]([O:9][CH3:10])=[CH:8][C:3]([O:2][CH3:1])=[C:4]([CH2:11][CH2:12][C:13]2([CH:21]3[CH2:25][CH2:24][CH2:23][CH2:22]3)[O:18][C:17](=[O:19])[CH2:16][C:15](=[O:20])[CH2:14]2)[CH:5]=1.